The task is: Predict the product of the given reaction.. This data is from Forward reaction prediction with 1.9M reactions from USPTO patents (1976-2016). (1) Given the reactants F[C:2](F)(F)C(O)=O.[NH:8]1[CH2:11][CH:10]([O:12][C:13]2[CH:14]=[CH:15][C:16]([Br:19])=[N:17][CH:18]=2)[CH2:9]1.C=O.[BH-](OC(C)=O)(OC(C)=O)OC(C)=O.[Na+], predict the reaction product. The product is: [Br:19][C:16]1[CH:15]=[CH:14][C:13]([O:12][CH:10]2[CH2:11][N:8]([CH3:2])[CH2:9]2)=[CH:18][N:17]=1. (2) Given the reactants [F:1][C:2]([F:13])([F:12])[C:3]1[CH:4]=[C:5]([CH:9]=[CH:10][CH:11]=1)[C:6]([OH:8])=O.ClC(N(C)C)=C(C)C.[NH2:22][C:23]1[CH:24]=[C:25]([CH:29]=[CH:30][CH:31]=1)[C:26]([OH:28])=[O:27].CCN(C(C)C)C(C)C, predict the reaction product. The product is: [F:12][C:2]([F:1])([F:13])[C:3]1[CH:4]=[C:5]([CH:9]=[CH:10][CH:11]=1)[C:6]([NH:22][C:23]1[CH:24]=[C:25]([CH:29]=[CH:30][CH:31]=1)[C:26]([OH:28])=[O:27])=[O:8]. (3) Given the reactants Br[C:2]1[C:3]([F:20])=[CH:4][C:5]2[C:10]([CH:11]=1)=[CH:9][C:8]([O:12][C@H:13]1[CH2:18][CH2:17][C@@H:16]([CH3:19])[CH2:15][CH2:14]1)=[CH:7][CH:6]=2.[Li]CCCC.CN([CH:29]=[O:30])C, predict the reaction product. The product is: [F:20][C:3]1[C:2]([CH:29]=[O:30])=[CH:11][C:10]2[C:5]([CH:4]=1)=[CH:6][CH:7]=[C:8]([O:12][C@H:13]1[CH2:18][CH2:17][C@@H:16]([CH3:19])[CH2:15][CH2:14]1)[CH:9]=2. (4) Given the reactants CC(N1C2C=CC(Cl)=CC=2N=C1C1C=C(Cl)C=CC=1Cl)C(O)=O.C[CH:25]([N:29]1[C:33]2[CH:34]=[C:35]([Cl:38])[CH:36]=[CH:37][C:32]=2[N:31]=[C:30]1[C:39]1[CH:44]=[C:43]([Cl:45])[CH:42]=[CH:41][C:40]=1[Cl:46])[C:26](O)=[O:27].[Cl:47][C:48]1[CH:49]=[C:50]([CH:52]=[C:53]([Cl:55])[CH:54]=1)[NH2:51].CN(C(ON1N=NC2C=CC=NC1=2)=[N+](C)C)C.F[P-](F)(F)(F)(F)F, predict the reaction product. The product is: [Cl:38][C:35]1[CH:36]=[CH:37][C:32]2[N:31]=[C:30]([C:39]3[CH:44]=[C:43]([Cl:45])[CH:42]=[CH:41][C:40]=3[Cl:46])[N:29]([CH2:25][C:26]([NH:51][C:50]3[CH:49]=[C:48]([Cl:47])[CH:54]=[C:53]([Cl:55])[CH:52]=3)=[O:27])[C:33]=2[CH:34]=1. (5) Given the reactants [F:1][C:2]([F:13])([F:12])[C:3]1[CH:4]=[C:5]([CH:9]=[CH:10][CH:11]=1)[C:6]([NH2:8])=[O:7].[CH2:14]([CH:17]1[C:22](=O)[CH2:21][CH2:20][O:19][CH2:18]1)[CH:15]=[CH2:16].C[O:25][C:26]1[N:31]=[CH:30][C:29]([N:32]2[CH2:37][CH2:36]C(=O)CC2)=C[CH:27]=1, predict the reaction product. The product is: [CH2:14]([CH:17]1[CH:22]([N:32]2[CH2:37][CH2:36][C@@H:30]([NH:31][C:26](=[O:25])[CH2:27][NH:8][C:6](=[O:7])[C:5]3[CH:9]=[CH:10][CH:11]=[C:3]([C:2]([F:12])([F:13])[F:1])[CH:4]=3)[CH2:29]2)[CH2:21][CH2:20][O:19][CH2:18]1)[CH:15]=[CH2:16].